From a dataset of Peptide-MHC class I binding affinity with 185,985 pairs from IEDB/IMGT. Regression. Given a peptide amino acid sequence and an MHC pseudo amino acid sequence, predict their binding affinity value. This is MHC class I binding data. (1) The peptide sequence is YQAENSTAE. The MHC is HLA-B46:01 with pseudo-sequence HLA-B46:01. The binding affinity (normalized) is 0.0847. (2) The peptide sequence is QIYAGIKVR. The MHC is HLA-B57:01 with pseudo-sequence HLA-B57:01. The binding affinity (normalized) is 0. (3) The peptide sequence is YLDSGIHSGA. The MHC is HLA-A02:01 with pseudo-sequence HLA-A02:01. The binding affinity (normalized) is 0.565. (4) The peptide sequence is NMLRIMASL. The MHC is HLA-A30:02 with pseudo-sequence HLA-A30:02. The binding affinity (normalized) is 0. (5) The peptide sequence is TSSARSSEW. The MHC is HLA-A02:12 with pseudo-sequence HLA-A02:12. The binding affinity (normalized) is 0.0847.